The task is: Predict the reactants needed to synthesize the given product.. This data is from Full USPTO retrosynthesis dataset with 1.9M reactions from patents (1976-2016). (1) Given the product [F:32][C:31]([F:34])([F:33])[C:27]1[CH:26]=[C:25](/[CH:1]=[CH:2]/[C:3]2[CH:8]=[CH:7][CH:6]=[CH:5][CH:4]=2)[CH:30]=[CH:29][CH:28]=1, predict the reactants needed to synthesize it. The reactants are: [CH2:1]=[CH:2][C:3]1[CH:8]=[CH:7][CH:6]=[CH:5][CH:4]=1.C1(P(C(C)(C)C)C(C)(C)C)C=CC=CC=1.Cl[C:25]1[CH:26]=[C:27]([C:31]([F:34])([F:33])[F:32])[CH:28]=[CH:29][CH:30]=1.C1(C(N)C2CCCCC2)CCCCC1. (2) Given the product [C:1]([O:5][C:6](=[O:15])[N:7]([C:8]1[CH:9]=[CH:10][C:11]([I:14])=[CH:12][CH:13]=1)[CH3:17])([CH3:4])([CH3:2])[CH3:3], predict the reactants needed to synthesize it. The reactants are: [C:1]([O:5][C:6](=[O:15])[NH:7][C:8]1[CH:13]=[CH:12][C:11]([I:14])=[CH:10][CH:9]=1)([CH3:4])([CH3:3])[CH3:2].I[CH3:17].[H-].[Na+].OS([O-])(=O)=O.[K+].